Dataset: Peptide-MHC class I binding affinity with 185,985 pairs from IEDB/IMGT. Task: Regression. Given a peptide amino acid sequence and an MHC pseudo amino acid sequence, predict their binding affinity value. This is MHC class I binding data. (1) The peptide sequence is IISTNTLGK. The MHC is HLA-A31:01 with pseudo-sequence HLA-A31:01. The binding affinity (normalized) is 0.0847. (2) The peptide sequence is MPEWANFKFR. The MHC is H-2-Kb with pseudo-sequence H-2-Kb. The binding affinity (normalized) is 0.177. (3) The peptide sequence is CRAPRKKGC. The MHC is HLA-A33:01 with pseudo-sequence HLA-A33:01. The binding affinity (normalized) is 0. (4) The peptide sequence is VWKRFEHLCV. The MHC is HLA-A26:01 with pseudo-sequence HLA-A26:01. The binding affinity (normalized) is 0. (5) The peptide sequence is KVAQAAAAM. The MHC is HLA-B35:01 with pseudo-sequence HLA-B35:01. The binding affinity (normalized) is 0.573. (6) The peptide sequence is FTSDYPFYV. The MHC is HLA-A68:02 with pseudo-sequence HLA-A68:02. The binding affinity (normalized) is 0.990.